This data is from Full USPTO retrosynthesis dataset with 1.9M reactions from patents (1976-2016). The task is: Predict the reactants needed to synthesize the given product. (1) Given the product [CH:22]1([C:21]2[C:16]([N:13]3[CH2:14][CH2:15][N:10]([C:8]([C:5]4[CH:6]=[CH:7][C:2]([N:34]5[CH2:35][CH2:36][O:32][C:33]5=[O:37])=[CH:3][C:4]=4[S:28]([CH3:31])(=[O:30])=[O:29])=[O:9])[CH2:11][CH2:12]3)=[N:17][CH:18]=[C:19]([CH:25]3[CH2:27][CH2:26]3)[CH:20]=2)[CH2:24][CH2:23]1, predict the reactants needed to synthesize it. The reactants are: Br[C:2]1[CH:7]=[CH:6][C:5]([C:8]([N:10]2[CH2:15][CH2:14][N:13]([C:16]3[C:21]([CH:22]4[CH2:24][CH2:23]4)=[CH:20][C:19]([CH:25]4[CH2:27][CH2:26]4)=[CH:18][N:17]=3)[CH2:12][CH2:11]2)=[O:9])=[C:4]([S:28]([CH3:31])(=[O:30])=[O:29])[CH:3]=1.[O:32]1[CH2:36][CH2:35][NH:34][C:33]1=[O:37]. (2) Given the product [Br:23][C:21]1[CH:20]=[CH:19][C:18]([N+:24]([O-:26])=[O:25])=[C:17]([CH:22]=1)[NH:1][C:2]1[S:6][C:5]2[CH:7]=[CH:8][CH:9]=[CH:10][C:4]=2[C:3]=1[C:11]([O:13][CH2:14][CH3:15])=[O:12], predict the reactants needed to synthesize it. The reactants are: [NH2:1][C:2]1[S:6][C:5]2[CH:7]=[CH:8][CH:9]=[CH:10][C:4]=2[C:3]=1[C:11]([O:13][CH2:14][CH3:15])=[O:12].Br[C:17]1[CH:22]=[C:21]([Br:23])[CH:20]=[CH:19][C:18]=1[N+:24]([O-:26])=[O:25]. (3) Given the product [C:16]([NH:15][C:12]1[S:13][CH:14]=[C:10]([CH2:9][CH2:8][C:6]2[S:7][C:3](/[CH:1]=[CH:39]/[C:40]([O:42][CH3:43])=[O:41])=[C:4]([CH3:19])[CH:5]=2)[N:11]=1)(=[O:18])[CH3:17], predict the reactants needed to synthesize it. The reactants are: [CH:1]([C:3]1[S:7][C:6]([CH2:8][CH2:9][C:10]2[N:11]=[C:12]([NH:15][C:16](=[O:18])[CH3:17])[S:13][CH:14]=2)=[CH:5][C:4]=1[CH3:19])=O.C1(P(=[CH:39][C:40]([O:42][CH3:43])=[O:41])(C2C=CC=CC=2)C2C=CC=CC=2)C=CC=CC=1. (4) Given the product [Cl:23][C:18]1[CH:17]=[C:16]([CH:11]2[CH2:10][C:9]([CH3:30])([C:24]3[CH:29]=[CH:28][CH:27]=[CH:26][CH:25]=3)[C:8]3[C:13](=[CH:14][CH:15]=[C:6]([C:4]([OH:5])=[O:3])[CH:7]=3)[NH:12]2)[CH:21]=[CH:20][C:19]=1[F:22], predict the reactants needed to synthesize it. The reactants are: C([O:3][C:4]([C:6]1[CH:7]=[C:8]2[C:13](=[CH:14][CH:15]=1)[NH:12][CH:11]([C:16]1[CH:21]=[CH:20][C:19]([F:22])=[C:18]([Cl:23])[CH:17]=1)[CH2:10][C:9]2([CH3:30])[C:24]1[CH:29]=[CH:28][CH:27]=[CH:26][CH:25]=1)=[O:5])C.[OH-].[Na+].Cl. (5) Given the product [NH2:1][C:2]1[N:3]=[C:4]([NH:21][C:22]2[CH:23]=[CH:24][C:25]([S:28]([NH2:29])(=[O:30])=[O:31])=[CH:26][CH:27]=2)[S:5][C:6]=1[C:7](=[O:8])[C:9]1[C:10]([F:20])=[CH:11][C:12]([NH2:16])=[CH:13][C:14]=1[F:15], predict the reactants needed to synthesize it. The reactants are: [NH2:1][C:2]1[N:3]=[C:4]([NH:21][C:22]2[CH:27]=[CH:26][C:25]([S:28](=[O:31])(=[O:30])[NH2:29])=[CH:24][CH:23]=2)[S:5][C:6]=1[C:7]([C:9]1[C:14]([F:15])=[CH:13][C:12]([NH:16]C(=O)C)=[CH:11][C:10]=1[F:20])=[O:8].Cl. (6) Given the product [F:9][C:10]([F:23])([F:22])[S:11]([O:8][C:3]1[CH:2]=[C:7]([OH:24])[CH:6]=[CH:5][N:4]=1)(=[O:13])=[O:12], predict the reactants needed to synthesize it. The reactants are: O[C:2]1[C:3]([OH:8])=[N:4][CH:5]=[CH:6][CH:7]=1.[F:9][C:10]([F:23])([F:22])[S:11](O[S:11]([C:10]([F:23])([F:22])[F:9])(=[O:13])=[O:12])(=[O:13])=[O:12].[OH2:24]. (7) The reactants are: C1(N2C(C3C=CC(O)=CC=3)=CC(/C=C/C(OC)=O)=N2)CCCCC1.C([O:32][C:33]1[CH:38]=[CH:37][C:36]([C:39]2[N:43]([CH:44]3[CH2:49][CH2:48][CH2:47][CH2:46][CH2:45]3)[N:42]=[C:41](/[CH:50]=[CH:51]/[C:52]([O:54][CH3:55])=[O:53])[C:40]=2[C:56]2[CH:61]=[CH:60][CH:59]=[CH:58][CH:57]=2)=[CH:35][CH:34]=1)C1C=CC=CC=1. Given the product [CH:44]1([N:43]2[C:39]([C:36]3[CH:37]=[CH:38][C:33]([OH:32])=[CH:34][CH:35]=3)=[C:40]([C:56]3[CH:61]=[CH:60][CH:59]=[CH:58][CH:57]=3)[C:41](/[CH:50]=[CH:51]/[C:52]([O:54][CH3:55])=[O:53])=[N:42]2)[CH2:45][CH2:46][CH2:47][CH2:48][CH2:49]1, predict the reactants needed to synthesize it.